Dataset: Reaction yield outcomes from USPTO patents with 853,638 reactions. Task: Predict the reaction yield, written as a fraction of the theoretical maximum amount of product (1.0 means a 100% yield; for example, 0.34 means a 34% yield). The reactants are [CH:1]1[C:6]([CH:7]=O)=[CH:5][C:4]2[O:9][CH2:10][O:11][C:3]=2[CH:2]=1.[C:12]([C:16]1[CH:25]=[CH:24][C:19]([C:20]([NH:22][NH2:23])=[O:21])=[CH:18][CH:17]=1)([CH3:15])([CH3:14])[CH3:13]. No catalyst specified. The product is [O:11]1[C:3]2[CH:2]=[CH:1][C:6]([CH:7]=[N:23][NH:22][C:20](=[O:21])[C:19]3[CH:24]=[CH:25][C:16]([C:12]([CH3:14])([CH3:13])[CH3:15])=[CH:17][CH:18]=3)=[CH:5][C:4]=2[O:9][CH2:10]1. The yield is 0.850.